This data is from Catalyst prediction with 721,799 reactions and 888 catalyst types from USPTO. The task is: Predict which catalyst facilitates the given reaction. (1) Reactant: CO[C:3](=[O:12])[C:4]1[CH:9]=[C:8]([Cl:10])[CH:7]=[CH:6][C:5]=1[OH:11].[CH:13]1([Mg]Cl)[CH2:18][CH2:17][CH2:16][CH2:15][CH2:14]1.[NH4+].[Cl-]. The catalyst class is: 1. Product: [Cl:10][C:8]1[CH:7]=[CH:6][C:5]([OH:11])=[C:4]([C:3]([CH:4]2[CH2:9][CH2:8][CH2:7][CH2:6][CH2:5]2)([CH:13]2[CH2:18][CH2:17][CH2:16][CH2:15][CH2:14]2)[OH:12])[CH:9]=1. (2) Reactant: [CH3:1][S:2]([O:5][C:6]1[CH:11]=[CH:10][CH:9]=[C:8]([CH:12]2[CH2:17][CH2:16][N:15](CC)[CH2:14][CH2:13]2)[C:7]=1[F:20])(=[O:4])=[O:3].ClC(OC(Cl)=O)C. Product: [CH3:1][S:2]([O:5][C:6]1[CH:11]=[CH:10][CH:9]=[C:8]([CH:12]2[CH2:13][CH2:14][NH:15][CH2:16][CH2:17]2)[C:7]=1[F:20])(=[O:3])=[O:4]. The catalyst class is: 26.